Dataset: Full USPTO retrosynthesis dataset with 1.9M reactions from patents (1976-2016). Task: Predict the reactants needed to synthesize the given product. (1) The reactants are: [NH2:1][CH2:2][CH2:3][NH:4][CH2:5][C:6]1[N:11]=[C:10]([C:12]2[CH:17]=[CH:16][C:15]([Cl:18])=[CH:14][C:13]=2[Cl:19])[C:9]([C:20]2[NH:21][CH:22]=[CH:23][N:24]=2)=[CH:8][N:7]=1.Cl[C:26]1[CH:31]=[CH:30][C:29]([N+:32]([O-:34])=[O:33])=[CH:28][N:27]=1. Given the product [Cl:19][C:13]1[CH:14]=[C:15]([Cl:18])[CH:16]=[CH:17][C:12]=1[C:10]1[C:9]([C:20]2[NH:24][CH:23]=[CH:22][N:21]=2)=[CH:8][N:7]=[C:6]([CH2:5][NH:4][CH2:3][CH2:2][NH:1][C:26]2[CH:31]=[CH:30][C:29]([N+:32]([O-:34])=[O:33])=[CH:28][N:27]=2)[N:11]=1, predict the reactants needed to synthesize it. (2) Given the product [Cl:8][C:6]1[CH:5]=[C:4]([C:9]2[CH:14]=[CH:13][C:12]([O:15][CH:16]([CH3:18])[CH3:17])=[CH:11][CH:10]=2)[N:3]=[C:2]([C:24]2[N:25]=[CH:26][S:27][CH:28]=2)[CH:7]=1, predict the reactants needed to synthesize it. The reactants are: Cl[C:2]1[CH:7]=[C:6]([Cl:8])[CH:5]=[C:4]([C:9]2[CH:14]=[CH:13][C:12]([O:15][CH:16]([CH3:18])[CH3:17])=[CH:11][CH:10]=2)[N:3]=1.C([Sn](CCCC)(CCCC)[C:24]1[N:25]=[CH:26][S:27][CH:28]=1)CCC.[F-].[Cs+].CN(C=O)C. (3) The reactants are: O[C:2]1[CH:7]=[C:6]([F:8])[CH:5]=[CH:4][C:3]=1[C:9](=[O:11])C. Given the product [F:8][C:6]1[CH:7]=[CH:2][C:3]([CH:9]=[O:11])=[CH:4][CH:5]=1, predict the reactants needed to synthesize it.